This data is from NCI-60 drug combinations with 297,098 pairs across 59 cell lines. The task is: Regression. Given two drug SMILES strings and cell line genomic features, predict the synergy score measuring deviation from expected non-interaction effect. Drug 2: CC1=C(C=C(C=C1)NC(=O)C2=CC=C(C=C2)CN3CCN(CC3)C)NC4=NC=CC(=N4)C5=CN=CC=C5. Drug 1: CC1=CC2C(CCC3(C2CCC3(C(=O)C)OC(=O)C)C)C4(C1=CC(=O)CC4)C. Synergy scores: CSS=5.25, Synergy_ZIP=-1.47, Synergy_Bliss=1.79, Synergy_Loewe=2.58, Synergy_HSA=2.56. Cell line: U251.